This data is from Catalyst prediction with 721,799 reactions and 888 catalyst types from USPTO. The task is: Predict which catalyst facilitates the given reaction. (1) Reactant: [NH2:1][CH2:2][C:3]1[CH:4]=[CH:5][C:6]([Cl:12])=[C:7]([CH:11]=1)[C:8]([OH:10])=[O:9].CS[C:15]1C2C(=CC(Br)=CC=2Br)N[C:16]=1SC. Product: [CH2:15]([O:9][C:8](=[O:10])[C:7]1[CH:11]=[C:3]([CH2:2][NH2:1])[CH:4]=[CH:5][C:6]=1[Cl:12])[CH3:16]. The catalyst class is: 422. (2) Reactant: [Cl:1][C:2]1[CH:3]=[C:4]2[C:8](=[C:9]([F:11])[CH:10]=1)[NH:7][C:6]1[CH2:12][C@H:13]3[N:17]([CH2:18][C:5]2=1)[CH2:16][CH2:15][CH2:14]3.[H-].[Na+].[CH3:21][C:22]1([C:25]2[CH:30]=[CH:29][N:28]=[CH:27][CH:26]=2)[CH2:24][O:23]1. Product: [Cl:1][C:2]1[CH:3]=[C:4]2[C:8](=[C:9]([F:11])[CH:10]=1)[N:7]([CH2:21][C:22]([C:25]1[CH:30]=[CH:29][N:28]=[CH:27][CH:26]=1)([OH:23])[CH3:24])[C:6]1[CH2:12][C@H:13]3[N:17]([CH2:18][C:5]2=1)[CH2:16][CH2:15][CH2:14]3. The catalyst class is: 3. (3) Reactant: O.O.[Sn](Cl)(Cl)(Cl)Cl.[CH3:8][C:9]([C:11]1[CH:16]=[CH:15][C:14]([F:17])=[C:13]([N+:18]([O-])=O)[CH:12]=1)=[O:10].[OH-].[Na+]. Product: [CH3:8][C:9]([C:11]1[CH:16]=[CH:15][C:14]([F:17])=[C:13]([NH2:18])[CH:12]=1)=[O:10]. The catalyst class is: 223. (4) Reactant: [F:1][C:2]1[CH:7]=[CH:6][CH:5]=[C:4]([F:8])[C:3]=1[N:9]1[C:14]2[N:15]=[C:16](S(C)=O)[N:17]=[C:18]([C:19]3[CH:20]=[C:21]([NH:26][C:27]([C:29]4[CH:33]=[CH:32][S:31][CH:30]=4)=[O:28])[CH:22]=[CH:23][C:24]=3[CH3:25])[C:13]=2[CH2:12][NH:11][C:10]1=[O:37].[CH3:38][NH2:39]. Product: [F:1][C:2]1[CH:7]=[CH:6][CH:5]=[C:4]([F:8])[C:3]=1[N:9]1[C:14]2[N:15]=[C:16]([NH:39][CH3:38])[N:17]=[C:18]([C:19]3[CH:20]=[C:21]([NH:26][C:27]([C:29]4[CH:33]=[CH:32][S:31][CH:30]=4)=[O:28])[CH:22]=[CH:23][C:24]=3[CH3:25])[C:13]=2[CH2:12][NH:11][C:10]1=[O:37]. The catalyst class is: 1. (5) Reactant: Cl.[F:2][C:3]([F:12])([F:11])[CH:4]1[CH:9]([OH:10])[CH2:8][CH2:7][NH:6][CH2:5]1.[C:13](O[C:13]([O:15][C:16]([CH3:19])([CH3:18])[CH3:17])=[O:14])([O:15][C:16]([CH3:19])([CH3:18])[CH3:17])=[O:14].C(N(C(C)C)C(C)C)C. Product: [OH:10][CH:9]1[CH2:8][CH2:7][N:6]([C:13]([O:15][C:16]([CH3:19])([CH3:18])[CH3:17])=[O:14])[CH2:5][CH:4]1[C:3]([F:2])([F:11])[F:12]. The catalyst class is: 10. (6) Product: [CH:1]([NH:4][C:5]1[N:10]=[C:9]([C:11]2[C:19]3[C:14](=[CH:15][CH:16]=[C:17]([C:20]4[N:24]=[C:23]([NH2:25])[S:22][N:21]=4)[CH:18]=3)[N:13]([S:33]([C:36]3[CH:37]=[CH:38][C:39]([CH3:40])=[CH:41][CH:42]=3)(=[O:34])=[O:35])[CH:12]=2)[CH:8]=[N:7][CH:6]=1)([CH3:3])[CH3:2]. The catalyst class is: 2. Reactant: [CH:1]([NH:4][C:5]1[N:10]=[C:9]([C:11]2[C:19]3[C:14](=[CH:15][CH:16]=[C:17]([C:20]4[N:24]=[C:23]([NH:25]C(=O)OC(C)(C)C)[S:22][N:21]=4)[CH:18]=3)[N:13]([S:33]([C:36]3[CH:42]=[CH:41][C:39]([CH3:40])=[CH:38][CH:37]=3)(=[O:35])=[O:34])[CH:12]=2)[CH:8]=[N:7][CH:6]=1)([CH3:3])[CH3:2].C(O)(C(F)(F)F)=O. (7) Reactant: [CH3:1][N:2]([C:26]1[CH:31]=[CH:30][CH:29]=[CH:28][CH:27]=1)[C:3]1[CH:8]=[C:7]([N:9]2[CH2:14][CH2:13][N:12]([C:15](=[O:22])[C:16]3[CH:21]=[CH:20][CH:19]=[CH:18][CH:17]=3)[CH2:11][CH2:10]2)[CH:6]=[CH:5][C:4]=1[N+:23]([O-])=O. Product: [CH3:1][N:2]([C:3]1[CH:8]=[C:7]([N:9]2[CH2:14][CH2:13][N:12]([C:15]([C:16]3[CH:21]=[CH:20][CH:19]=[CH:18][CH:17]=3)=[O:22])[CH2:11][CH2:10]2)[CH:6]=[CH:5][C:4]=1[NH2:23])[C:26]1[CH:27]=[CH:28][CH:29]=[CH:30][CH:31]=1. The catalyst class is: 810.